Dataset: Full USPTO retrosynthesis dataset with 1.9M reactions from patents (1976-2016). Task: Predict the reactants needed to synthesize the given product. (1) Given the product [Cl:1][C:2]1[S:27][C:5]2[N:6]=[CH:7][N:8]=[C:9]([NH:10][CH:11]3[CH2:16][CH2:15][N:14]([CH2:17][C:18]4[CH:19]=[C:20]([CH:24]=[CH:25][CH:26]=4)[C:21]([N:30]([CH3:31])[CH3:29])=[O:22])[CH2:13][CH2:12]3)[C:4]=2[CH:3]=1, predict the reactants needed to synthesize it. The reactants are: [Cl:1][C:2]1[S:27][C:5]2[N:6]=[CH:7][N:8]=[C:9]([NH:10][CH:11]3[CH2:16][CH2:15][N:14]([CH2:17][C:18]4[CH:19]=[C:20]([CH:24]=[CH:25][CH:26]=4)[C:21](O)=[O:22])[CH2:13][CH2:12]3)[C:4]=2[CH:3]=1.Cl.[CH3:29][NH:30][CH3:31].CCN(C(C)C)C(C)C. (2) Given the product [OH:5][C:6]1[C:15]2[C:10](=[CH:11][CH:12]=[CH:13][CH:14]=2)[CH:9]=[N:8][C:7]=1[N+:1]([O-:4])=[O:2], predict the reactants needed to synthesize it. The reactants are: [N+:1]([O-:4])(O)=[O:2].[OH:5][C:6]1[C:15]2[C:10](=[CH:11][CH:12]=[CH:13][CH:14]=2)[CH:9]=[N:8][CH:7]=1. (3) Given the product [CH3:46][O:47][C:48]([C:50]1[NH:75][C:53]2=[N:54][CH:55]=[C:56]([CH2:58][N:59]([C:68]([O:70][C:71]([CH3:72])([CH3:74])[CH3:73])=[O:69])[CH2:60][C:61]3[CH:66]=[CH:65][CH:64]=[C:63]([NH:67][C:13](=[O:14])[C:12]4[CH:16]=[CH:17][C:9]([CH2:8][N:5]5[CH2:4][CH2:3][N:2]([CH3:1])[CH2:7][CH2:6]5)=[C:10]([C:18]([F:21])([F:19])[F:20])[CH:11]=4)[CH:62]=3)[CH:57]=[C:52]2[CH:51]=1)=[O:49], predict the reactants needed to synthesize it. The reactants are: [CH3:1][N:2]1[CH2:7][CH2:6][N:5]([CH2:8][C:9]2[CH:17]=[CH:16][C:12]([C:13](O)=[O:14])=[CH:11][C:10]=2[C:18]([F:21])([F:20])[F:19])[CH2:4][CH2:3]1.CN(C(ON1N=NC2C=CC=NC1=2)=[N+](C)C)C.F[P-](F)(F)(F)(F)F.[CH3:46][O:47][C:48]([C:50]1[NH:75][C:53]2=[N:54][CH:55]=[C:56]([CH2:58][N:59]([C:68]([O:70][C:71]([CH3:74])([CH3:73])[CH3:72])=[O:69])[CH2:60][C:61]3[CH:66]=[CH:65][CH:64]=[C:63]([NH2:67])[CH:62]=3)[CH:57]=[C:52]2[CH:51]=1)=[O:49].CCN(C(C)C)C(C)C. (4) Given the product [C:27]([O:31][C:32]([NH:34][C@@H:35]1[CH2:40][CH2:39][CH2:38][N:37]([C:41]2[N:42]([CH2:52][C:53]3[CH:58]=[CH:57][CH:56]=[CH:55][C:54]=3[Cl:59])[C:43]3[C:47](=[O:48])[NH:1][C:2]4[CH:11]=[CH:10][C:5]([C:6]([O:8][CH3:9])=[O:7])=[CH:4][C:3]=4[C:44]=3[N:45]=2)[CH2:36]1)=[O:33])([CH3:30])([CH3:28])[CH3:29], predict the reactants needed to synthesize it. The reactants are: [NH2:1][C:2]1[CH:11]=[CH:10][C:5]([C:6]([O:8][CH3:9])=[O:7])=[CH:4][C:3]=1B1OC(C)(C)C(C)(C)O1.C(=O)([O-])[O-].[Na+].[Na+].[C:27]([O:31][C:32]([NH:34][C@@H:35]1[CH2:40][CH2:39][CH2:38][N:37]([C:41]2[N:42]([CH2:52][C:53]3[CH:58]=[CH:57][CH:56]=[CH:55][C:54]=3[Cl:59])[C:43]([C:47](OCC)=[O:48])=[C:44](I)[N:45]=2)[CH2:36]1)=[O:33])([CH3:30])([CH3:29])[CH3:28].[Cl-].[NH4+].[O-]CC.[Na+]. (5) Given the product [Cl:33][C:25]1[CH:24]=[C:23]([CH:28]=[CH:27][C:26]=1[O:29][CH:30]([CH3:32])[CH3:31])[C:22]([NH:21][C@@H:3]([CH2:4][C:5]1[CH:10]=[CH:9][C:8]([C:11]2[N:12]=[C:13]3[C:18]([CH3:19])=[CH:17][CH:16]=[CH:15][N:14]3[CH:20]=2)=[CH:7][CH:6]=1)[CH2:2][NH:1][C:45](=[O:46])[C:43]([CH3:48])([CH3:44])[NH2:42])=[O:34], predict the reactants needed to synthesize it. The reactants are: [NH2:1][CH2:2][C@@H:3]([NH:21][C:22](=[O:34])[C:23]1[CH:28]=[CH:27][C:26]([O:29][CH:30]([CH3:32])[CH3:31])=[C:25]([Cl:33])[CH:24]=1)[CH2:4][C:5]1[CH:10]=[CH:9][C:8]([C:11]2[N:12]=[C:13]3[C:18]([CH3:19])=[CH:17][CH:16]=[CH:15][N:14]3[CH:20]=2)=[CH:7][CH:6]=1.CC(OC([NH:42][C:43]([CH3:48])([C:45](O)=[O:46])[CH3:44])=O)(C)C. (6) Given the product [F:21][C:22]1[CH:30]=[C:29]2[C:25]([C:26]([C:40]3[CH:41]=[N:42][N:43]([CH:45]4[CH2:46][CH2:47][N:48]([S:51]([CH3:54])(=[O:52])=[O:53])[CH2:49][CH2:50]4)[CH:44]=3)=[CH:27][NH:28]2)=[CH:24][CH:23]=1, predict the reactants needed to synthesize it. The reactants are: FC1C=C2C(C(I)=CN2S(C2C=CC=CC=2)(=O)=O)=CC=1.[F:21][C:22]1[CH:30]=[C:29]2[C:25]([C:26]([C:40]3[CH:41]=[N:42][N:43]([CH:45]4[CH2:50][CH2:49][N:48]([S:51]([CH3:54])(=[O:53])=[O:52])[CH2:47][CH2:46]4)[CH:44]=3)=[CH:27][N:28]2S(C2C=CC=CC=2)(=O)=O)=[CH:24][CH:23]=1. (7) The reactants are: C(N[C:4]1[N:9]=[C:8]([C:10]2[O:14][N:13]=[C:12]([C:15]3[CH:26]=[C:25]([CH3:27])[C:18]([O:19][CH2:20][CH:21]([OH:24])[CH2:22][OH:23])=[C:17]([CH3:28])[CH:16]=3)[N:11]=2)[CH:7]=[C:6]([CH3:29])[N:5]=1)C.[CH:30]([O:33]C1N=C(C(O)=O)C=C(C)N=1)([CH3:32])[CH3:31]. Given the product [CH:30]([O:33][C:4]1[N:9]=[C:8]([C:10]2[O:14][N:13]=[C:12]([C:15]3[CH:26]=[C:25]([CH3:27])[C:18]([O:19][CH2:20][CH:21]([OH:24])[CH2:22][OH:23])=[C:17]([CH3:28])[CH:16]=3)[N:11]=2)[CH:7]=[C:6]([CH3:29])[N:5]=1)([CH3:32])[CH3:31], predict the reactants needed to synthesize it. (8) Given the product [Br:1][C:2]1[CH:3]=[C:4](/[C:8](/[CH3:13])=[CH:9]/[C:10]([Cl:17])=[O:11])[CH:5]=[CH:6][CH:7]=1, predict the reactants needed to synthesize it. The reactants are: [Br:1][C:2]1[CH:3]=[C:4](/[C:8](/[CH3:13])=[CH:9]/[C:10](O)=[O:11])[CH:5]=[CH:6][CH:7]=1.C(Cl)(=O)C([Cl:17])=O.CN(C)C=O.